From a dataset of Forward reaction prediction with 1.9M reactions from USPTO patents (1976-2016). Predict the product of the given reaction. (1) Given the reactants C(OC([C:6]1[N:15]([C@H:16]([CH3:26])[CH2:17][NH:18][C:19](OC(C)(C)C)=[O:20])[C:9]2=[N:10][C:11]([Cl:14])=[CH:12][CH:13]=[C:8]2[CH:7]=1)=O)C.FC(F)(F)C(O)=O.C(=O)([O-])[O-].[K+].[K+], predict the reaction product. The product is: [Cl:14][C:11]1[N:10]=[C:9]2[C:8](=[CH:13][CH:12]=1)[CH:7]=[C:6]1[N:15]2[C@H:16]([CH3:26])[CH2:17][NH:18][C:19]1=[O:20]. (2) Given the reactants Cl[C:2]1[N:7]=[C:6]([NH:8][CH2:9][C:10]2[CH:15]=[CH:14][C:13]([F:16])=[CH:12][CH:11]=2)[CH:5]=[N:4][CH:3]=1.[N:17]1[C:21]2[CH:22]=[CH:23][CH:24]=[CH:25][C:20]=2[NH:19][CH:18]=1, predict the reaction product. The product is: [N:17]1([C:2]2[N:7]=[C:6]([NH:8][CH2:9][C:10]3[CH:15]=[CH:14][C:13]([F:16])=[CH:12][CH:11]=3)[CH:5]=[N:4][CH:3]=2)[C:21]2[CH:22]=[CH:23][CH:24]=[CH:25][C:20]=2[N:19]=[CH:18]1.